This data is from hERG channel blocking data for cardiac toxicity assessment. The task is: Regression/Classification. Given a drug SMILES string, predict its toxicity properties. Task type varies by dataset: regression for continuous values (e.g., LD50, hERG inhibition percentage) or binary classification for toxic/non-toxic outcomes (e.g., AMES mutagenicity, cardiotoxicity, hepatotoxicity). Dataset: herg. (1) The molecule is CCC[NH2+]CC(O)COc1ccccc1C(=O)CCc1ccccc1. The result is 1 (blocker). (2) The molecule is CCS(=O)(=O)N(C)[C@H]1c2cc(C#N)ccc2OC(C)(C)[C@@H]1O. The result is 1 (blocker).